Predict which catalyst facilitates the given reaction. From a dataset of Catalyst prediction with 721,799 reactions and 888 catalyst types from USPTO. (1) Reactant: [C:1]([C:5]1[CH:10]=[CH:9][CH:8]=[CH:7][C:6]=1[N:11]1[CH2:16][CH2:15][N:14]([C:17](=[O:21])[C:18]([OH:20])=O)[CH2:13][CH2:12]1)([CH3:4])([CH3:3])[CH3:2].[NH2:22][C:23]([CH3:27])([CH3:26])[CH2:24][OH:25].CCN=C=NCCCN(C)C.C1C=CC2N(O)N=NC=2C=1.C(=O)([O-])O.[Na+]. The catalyst class is: 10. Product: [C:1]([C:5]1[CH:10]=[CH:9][CH:8]=[CH:7][C:6]=1[N:11]1[CH2:12][CH2:13][N:14]([C:17](=[O:21])[C:18]([NH:22][C:23]([CH3:27])([CH3:26])[CH2:24][OH:25])=[O:20])[CH2:15][CH2:16]1)([CH3:4])([CH3:3])[CH3:2]. (2) Reactant: [Br:1][C:2]1[C:3](Cl)=[C:4]([N+:9]([O-:11])=[O:10])[C:5]([NH2:8])=[N:6][CH:7]=1.[O:13]([CH2:20][C:21]([N:23]1[CH2:28][CH2:27][NH:26][CH2:25][CH2:24]1)=[O:22])[C:14]1[CH:19]=[CH:18][CH:17]=[CH:16][CH:15]=1.Cl.C(N(C(C)C)CC)(C)C. Product: [NH2:8][C:5]1[C:4]([N+:9]([O-:11])=[O:10])=[C:3]([N:26]2[CH2:25][CH2:24][N:23]([C:21](=[O:22])[CH2:20][O:13][C:14]3[CH:15]=[CH:16][CH:17]=[CH:18][CH:19]=3)[CH2:28][CH2:27]2)[C:2]([Br:1])=[CH:7][N:6]=1. The catalyst class is: 32. (3) Reactant: Cl.Cl.[CH:3]1([N:6]2[CH2:11][CH2:10][NH:9][CH2:8][CH2:7]2)[CH2:5][CH2:4]1.[OH-].[Na+].C([O-])([O-])=O.[Na+].[Na+].[N:20]1([CH2:26][C:27]2[CH:35]=[CH:34][C:30]([C:31](Cl)=[O:32])=[CH:29][CH:28]=2)[CH2:25][CH2:24][O:23][CH2:22][CH2:21]1. Product: [CH:3]1([N:6]2[CH2:11][CH2:10][N:9]([C:31]([C:30]3[CH:29]=[CH:28][C:27]([CH2:26][N:20]4[CH2:21][CH2:22][O:23][CH2:24][CH2:25]4)=[CH:35][CH:34]=3)=[O:32])[CH2:8][CH2:7]2)[CH2:5][CH2:4]1. The catalyst class is: 11. (4) Reactant: [NH2:1][C:2]1[CH:3]=[N:4][C:5]([O:10][CH2:11][C:12]([F:15])([F:14])[F:13])=[C:6]([CH:9]=1)[C:7]#[N:8].[H-].[Na+].[F:18][C:19]([F:49])([F:48])[C:20]1[CH:25]=[CH:24][C:23]([C@@H:26]2[C:35]3[C:30](=[CH:31][CH:32]=[CH:33][CH:34]=3)[CH2:29][CH2:28][N:27]2[C:36](OC2C=CC([N+]([O-])=O)=CC=2)=[O:37])=[CH:22][CH:21]=1.O. Product: [C:7]([C:6]1[CH:9]=[C:2]([NH:1][C:36]([N:27]2[CH2:28][CH2:29][C:30]3[C:35](=[CH:34][CH:33]=[CH:32][CH:31]=3)[C@H:26]2[C:23]2[CH:24]=[CH:25][C:20]([C:19]([F:48])([F:18])[F:49])=[CH:21][CH:22]=2)=[O:37])[CH:3]=[N:4][C:5]=1[O:10][CH2:11][C:12]([F:15])([F:13])[F:14])#[N:8]. The catalyst class is: 36. (5) Reactant: [H-].[Na+].[CH3:3][O:4][C:5]1[CH:32]=[CH:31][C:8]([CH2:9][N:10]([CH2:22][C:23]2[CH:28]=[CH:27][C:26]([O:29][CH3:30])=[CH:25][CH:24]=2)[C@@H:11]([C:16]2[CH:21]=[CH:20][CH:19]=[CH:18][CH:17]=2)[C:12]([CH3:15])([OH:14])[CH3:13])=[CH:7][CH:6]=1.[CH3:33]I. Product: [CH3:33][O:14][C:12]([CH3:15])([CH3:13])[C@H:11]([C:16]1[CH:21]=[CH:20][CH:19]=[CH:18][CH:17]=1)[N:10]([CH2:9][C:8]1[CH:7]=[CH:6][C:5]([O:4][CH3:3])=[CH:32][CH:31]=1)[CH2:22][C:23]1[CH:24]=[CH:25][C:26]([O:29][CH3:30])=[CH:27][CH:28]=1. The catalyst class is: 1. (6) Reactant: [C:1]1([C:7](Cl)([C:14]2[CH:19]=[CH:18][CH:17]=[CH:16][CH:15]=2)[C:8]2[CH:13]=[CH:12][CH:11]=[CH:10][CH:9]=2)[CH:6]=[CH:5][CH:4]=[CH:3][CH:2]=1.C(N(CC)CC)C.[Si:28]([O:45][CH2:46][C:47]1[S:48][CH:49]=[C:50]([CH2:52][OH:53])[N:51]=1)([C:41]([CH3:44])([CH3:43])[CH3:42])([C:35]1[CH:40]=[CH:39][CH:38]=[CH:37][CH:36]=1)[C:29]1[CH:34]=[CH:33][CH:32]=[CH:31][CH:30]=1.[Cl-].[NH4+]. Product: [Si:28]([O:45][CH2:46][C:47]1[S:48][CH:49]=[C:50]([CH2:52][O:53][C:7]([C:14]2[CH:19]=[CH:18][CH:17]=[CH:16][CH:15]=2)([C:8]2[CH:13]=[CH:12][CH:11]=[CH:10][CH:9]=2)[C:1]2[CH:6]=[CH:5][CH:4]=[CH:3][CH:2]=2)[N:51]=1)([C:41]([CH3:42])([CH3:43])[CH3:44])([C:35]1[CH:36]=[CH:37][CH:38]=[CH:39][CH:40]=1)[C:29]1[CH:34]=[CH:33][CH:32]=[CH:31][CH:30]=1. The catalyst class is: 4.